This data is from M1 muscarinic receptor antagonist screen with 61,756 compounds. The task is: Binary Classification. Given a drug SMILES string, predict its activity (active/inactive) in a high-throughput screening assay against a specified biological target. (1) The result is 0 (inactive). The molecule is o1c2nc(n(Cc3occc3)c(=O)c2c(=O)c2c1cc(OC)cc2)CCC. (2) The compound is O=C1N(CC(C1)C(=O)Nc1ccc(OCC=C)cc1)C(C)C. The result is 0 (inactive). (3) The result is 0 (inactive). The drug is s1c(c2oc(NCC3OCCC3)c(n2)C#N)ccc1. (4) The molecule is S(=O)(=O)(N)c1cc2C3C(C(Nc2cc1)C(C)C)CC=C3. The result is 0 (inactive). (5) The compound is O(c1c(NC(=O)c2occc2)ccc(OC)c1)C. The result is 0 (inactive). (6) The molecule is O(c1ccc(C(N2CCC(CC2)C)c2n(nnn2)CCOC)cc1)C. The result is 0 (inactive). (7) The molecule is S=c1nc(NCCN2C(CCCC2)C)c2c([nH]1)cccc2. The result is 0 (inactive).